This data is from Full USPTO retrosynthesis dataset with 1.9M reactions from patents (1976-2016). The task is: Predict the reactants needed to synthesize the given product. (1) Given the product [Cl:1][C:2]1[CH:3]=[C:4]2[C:9](=[CH:10][C:11]=1[C:12]([CH:60]1[NH:61][CH2:62][CH2:63][S:59]1)=[O:13])[N:8]=[CH:7][N:6]=[C:5]2[NH:15][C@@H:16]([C:20]1[NH:24][C:23]2[CH:25]=[CH:26][C:27]([Cl:29])=[CH:28][C:22]=2[N:21]=1)[CH2:17][O:18][CH3:19], predict the reactants needed to synthesize it. The reactants are: [Cl:1][C:2]1[CH:3]=[C:4]2[C:9](=[CH:10][C:11]=1[C:12](O)=[O:13])[N:8]=[CH:7][N:6]=[C:5]2[NH:15][C@@H:16]([C:20]1[NH:24][C:23]2[CH:25]=[CH:26][C:27]([Cl:29])=[CH:28][C:22]=2[N:21]=1)[CH2:17][O:18][CH3:19].CN(C(ON1N=NC2C=CC=CC1=2)=[N+](C)C)C.[B-](F)(F)(F)F.CN1CCOCC1.[S:59]1[CH2:63][CH2:62][NH:61][CH2:60]1. (2) Given the product [CH3:33][C:22]1[O:21][C:20]([C:17]2[CH:18]=[CH:19][C:14]([C:5]3[CH:6]=[CH:7][CH:8]=[CH:9][C:4]=3[C:1](=[O:3])[CH3:2])=[CH:15][CH:16]=2)=[N:24][C:23]=1[CH2:25][CH2:26][N:27]1[CH2:31][CH2:30][CH2:29][C@H:28]1[CH3:32], predict the reactants needed to synthesize it. The reactants are: [C:1]([C:4]1[CH:9]=[CH:8][CH:7]=[CH:6][C:5]=1B(O)O)(=[O:3])[CH3:2].Br[C:14]1[CH:19]=[CH:18][C:17]([C:20]2[O:21][C:22]([CH3:33])=[C:23]([CH2:25][CH2:26][N:27]3[CH2:31][CH2:30][CH2:29][C@H:28]3[CH3:32])[N:24]=2)=[CH:16][CH:15]=1. (3) Given the product [F:17][C:16]([F:19])([F:18])[C:12]1[N:11]=[C:10]([CH2:2][C:1]([O:4][C:5]([CH3:8])([CH3:7])[CH3:6])=[O:3])[CH:15]=[CH:14][CH:13]=1, predict the reactants needed to synthesize it. The reactants are: [C:1]([O:4][C:5]([CH3:8])([CH3:7])[CH3:6])(=[O:3])[CH3:2].Cl[C:10]1[CH:15]=[CH:14][CH:13]=[C:12]([C:16]([F:19])([F:18])[F:17])[N:11]=1.N#N.[Li+].C[Si]([N-][Si](C)(C)C)(C)C.[Cl-].[NH4+]. (4) Given the product [CH2:12]([O:1][C:2]1[C:9]([O:10][CH3:11])=[CH:8][CH:7]=[CH:6][C:3]=1[CH:4]=[O:5])[C:13]1[CH:18]=[CH:17][CH:16]=[CH:15][CH:14]=1, predict the reactants needed to synthesize it. The reactants are: [OH:1][C:2]1[C:9]([O:10][CH3:11])=[CH:8][CH:7]=[CH:6][C:3]=1[CH:4]=[O:5].[CH2:12](Br)[C:13]1[CH:18]=[CH:17][CH:16]=[CH:15][CH:14]=1.C(=O)([O-])[O-].[K+].[K+].Cl. (5) The reactants are: [C:1]([C:4]1[CH:5]=[C:6]([P:10]([C:17]2[CH:22]=[CH:21][CH:20]=[CH:19][CH:18]=2)[C:11]2[CH:16]=[CH:15][CH:14]=[CH:13][CH:12]=2)[CH:7]=[CH:8][CH:9]=1)(=[O:3])[CH3:2].CO[CH:25](OC)[N:26]([CH3:28])[CH3:27]. Given the product [CH3:25][N:26]([CH3:28])[CH:27]=[CH:2][C:1]([C:4]1[CH:5]=[C:6]([P:10]([C:17]2[CH:22]=[CH:21][CH:20]=[CH:19][CH:18]=2)[C:11]2[CH:16]=[CH:15][CH:14]=[CH:13][CH:12]=2)[CH:7]=[CH:8][CH:9]=1)=[O:3], predict the reactants needed to synthesize it. (6) Given the product [S:1]1[C:5]([C:6]2[C:11]([C:12]([F:15])([F:14])[F:13])=[CH:10][N:9]=[C:8]([OH:22])[N:7]=2)=[CH:4][C:3]2[CH:18]=[CH:19][CH:20]=[CH:21][C:2]1=2, predict the reactants needed to synthesize it. The reactants are: [S:1]1[C:5]([C:6]2[C:11]([C:12]([F:15])([F:14])[F:13])=[CH:10][N:9]=[C:8](SC)[N:7]=2)=[CH:4][C:3]2[CH:18]=[CH:19][CH:20]=[CH:21][C:2]1=2.[OH-:22].[Na+].Cl. (7) Given the product [Cl:6][C:7]1[C:30]([F:31])=[CH:29][CH:28]=[C:27]([F:32])[C:8]=1[CH2:9][N:10]1[CH2:15][CH2:14][NH:13][C:12]2[N:16]=[CH:17][C:18]([C:20]3[CH:21]=[CH:22][N:23]=[C:24]([N:1]4[CH2:5][CH2:4][CH2:3][CH2:2]4)[CH:25]=3)=[CH:19][C:11]1=2, predict the reactants needed to synthesize it. The reactants are: [NH:1]1[CH2:5][CH2:4][CH2:3][CH2:2]1.[Cl:6][C:7]1[C:30]([F:31])=[CH:29][CH:28]=[C:27]([F:32])[C:8]=1[CH2:9][N:10]1[CH2:15][CH2:14][NH:13][C:12]2[N:16]=[CH:17][C:18]([C:20]3[CH:25]=[CH:24][N:23]=[C:22](Cl)[CH:21]=3)=[CH:19][C:11]1=2. (8) The reactants are: OC1C=CC(OC)=CC=1C(=O)C.C[Mg]Cl.O[C:17]([C:20]1[CH:25]=[C:24]([O:26][CH3:27])[CH:23]=[CH:22][C:21]=1[OH:28])([CH3:19])[CH3:18].Cl. Given the product [CH:17]([C:20]1[CH:25]=[C:24]([O:26][CH3:27])[CH:23]=[CH:22][C:21]=1[OH:28])([CH3:19])[CH3:18], predict the reactants needed to synthesize it. (9) The reactants are: [N:1]1[CH:6]=[CH:5][CH:4]=[C:3]([C:7]2[N:11]([C:12]3[CH:19]=[CH:18][C:15]([CH2:16][NH2:17])=[CH:14][CH:13]=3)[N:10]=[C:9]([C:20]([F:23])([F:22])[F:21])[CH:8]=2)[CH:2]=1.[C:24](Cl)(=[O:31])[C:25]1[CH:30]=[CH:29][CH:28]=[CH:27][CH:26]=1.C(N(CC)CC)C. Given the product [N:1]1[CH:6]=[CH:5][CH:4]=[C:3]([C:7]2[N:11]([C:12]3[CH:19]=[CH:18][C:15]([CH2:16][NH:17][C:24](=[O:31])[C:25]4[CH:30]=[CH:29][CH:28]=[CH:27][CH:26]=4)=[CH:14][CH:13]=3)[N:10]=[C:9]([C:20]([F:23])([F:21])[F:22])[CH:8]=2)[CH:2]=1, predict the reactants needed to synthesize it. (10) Given the product [Cl:35][C:34]1[CH:33]=[CH:32][C:24]([O:25][C@@H:26]([CH3:31])[C:27]([O:29][CH3:30])=[O:28])=[CH:23][C:22]=1[CH2:21][N:3]1[C:4]2[C:9](=[CH:8][C:7]([C:12]([O:14][CH2:15][CH:16]=[CH2:17])=[O:13])=[CH:6][CH:5]=2)[C:10]([CH3:11])=[C:2]1[CH3:1], predict the reactants needed to synthesize it. The reactants are: [CH3:1][C:2]1[NH:3][C:4]2[C:9]([C:10]=1[CH3:11])=[CH:8][C:7]([C:12]([O:14][CH2:15][CH:16]=[CH2:17])=[O:13])=[CH:6][CH:5]=2.[H-].[Na+].Br[CH2:21][C:22]1[CH:23]=[C:24]([CH:32]=[CH:33][C:34]=1[Cl:35])[O:25][C@@H:26]([CH3:31])[C:27]([O:29][CH3:30])=[O:28].